Dataset: Forward reaction prediction with 1.9M reactions from USPTO patents (1976-2016). Task: Predict the product of the given reaction. (1) Given the reactants [C:1]([O:5][C:6]([N:8]1[CH2:13][CH2:12][CH:11]([N:14]2[C:27]3[CH:26]=[CH:25][C:24](Cl)=[CH:23][C:22]=3[O:21][C:20]3[C:15]2=[CH:16][CH:17]=[CH:18][C:19]=3[O:29][CH3:30])[CH2:10][CH2:9]1)=[O:7])([CH3:4])([CH3:3])[CH3:2].BrC1C=CC2N([CH:46]3[CH2:51][CH2:50][NH:49][CH2:48][CH2:47]3)C3C(SC=2C=1)=CC=CC=3.O1CCOCC1.O, predict the reaction product. The product is: [C:1]([O:5][C:6]([N:8]1[CH2:13][CH2:12][CH:11]([N:14]2[C:27]3[CH:26]=[CH:25][C:24]([C:47]4[CH:48]=[N:49][CH:50]=[CH:51][CH:46]=4)=[CH:23][C:22]=3[O:21][C:20]3[C:15]2=[CH:16][CH:17]=[CH:18][C:19]=3[O:29][CH3:30])[CH2:10][CH2:9]1)=[O:7])([CH3:4])([CH3:3])[CH3:2]. (2) Given the reactants [C:1]([C:3]1([C:6]2[CH:7]=[C:8]([CH:36]=[CH:37][CH:38]=2)[C:9]([NH:11][C:12]2[CH:17]=[CH:16][CH:15]=[C:14]([O:18][C:19]3[CH:20]=[N:21][C:22]([NH:25][S:26]([C:29]4[CH:34]=[CH:33][C:32]([CH3:35])=[CH:31][CH:30]=4)(=[O:28])=[O:27])=[CH:23][CH:24]=3)[CH:13]=2)=[O:10])[CH2:5][CH2:4]1)#[N:2].C(N(C(C)C)C(C)C)C.I[CH2:49][C:50]([NH2:52])=[O:51], predict the reaction product. The product is: [NH2:52][C:50](=[O:51])[CH2:49][N:21]1[C:22](=[N:25][S:26]([C:29]2[CH:30]=[CH:31][C:32]([CH3:35])=[CH:33][CH:34]=2)(=[O:27])=[O:28])[CH:23]=[CH:24][C:19]([O:18][C:14]2[CH:13]=[C:12]([NH:11][C:9](=[O:10])[C:8]3[CH:36]=[CH:37][CH:38]=[C:6]([C:3]4([C:1]#[N:2])[CH2:5][CH2:4]4)[CH:7]=3)[CH:17]=[CH:16][CH:15]=2)=[CH:20]1. (3) Given the reactants [NH2:1][C:2]1[CH:3]=[C:4]([F:21])[C:5]([F:20])=[C:6]([C@:8]2([CH3:19])[CH2:13][C@@H:12]([C:14]([F:17])([F:16])[F:15])[O:11][C:10]([NH2:18])=[N:9]2)[CH:7]=1.Cl[C:23]1[N:24]=[CH:25][C:26]([F:35])=[C:27]2[C:32]=1[N:31]=[CH:30][C:29]([C:33]#[N:34])=[CH:28]2, predict the reaction product. The product is: [NH2:18][C:10]1[O:11][C@H:12]([C:14]([F:17])([F:16])[F:15])[CH2:13][C@:8]([C:6]2[CH:7]=[C:2]([NH:1][C:23]3[N:24]=[CH:25][C:26]([F:35])=[C:27]4[C:32]=3[N:31]=[CH:30][C:29]([C:33]#[N:34])=[CH:28]4)[CH:3]=[C:4]([F:21])[C:5]=2[F:20])([CH3:19])[N:9]=1. (4) Given the reactants C([O:8][C:9]([C@:11]12[CH2:47][CH2:46][C@@H:45]([C:48]([CH3:50])=[CH2:49])[C@@H:12]1[C@@H:13]1[C@@:26]([CH3:29])([CH2:27][CH2:28]2)[C@@:25]2([CH3:30])[CH:16]([C@:17]3([CH3:44])[C@@H:22]([CH2:23][CH2:24]2)[C:21]([CH3:32])([CH3:31])[C:20]([C:33]2[CH:38]=[CH:37][C:36]([CH2:39][CH2:40][C:41]([OH:43])=[O:42])=[CH:35][CH:34]=2)=[CH:19][CH2:18]3)[CH2:15][CH2:14]1)=[O:10])C1C=CC=CC=1, predict the reaction product. The product is: [C:41]([CH2:40][CH2:39][C:36]1[CH:37]=[CH:38][C:33]([C:20]2[C:21]([CH3:32])([CH3:31])[C@H:22]3[C@:17]([CH3:44])([CH2:18][CH:19]=2)[C@@H:16]2[C@:25]([CH3:30])([C@@:26]4([CH3:29])[C@H:13]([CH2:14][CH2:15]2)[C@H:12]2[C@H:45]([C:48]([CH3:50])=[CH2:49])[CH2:46][CH2:47][C@:11]2([C:9]([OH:10])=[O:8])[CH2:28][CH2:27]4)[CH2:24][CH2:23]3)=[CH:34][CH:35]=1)([OH:43])=[O:42].